From a dataset of Reaction yield outcomes from USPTO patents with 853,638 reactions. Predict the reaction yield, written as a fraction of the theoretical maximum amount of product (1.0 means a 100% yield; for example, 0.34 means a 34% yield). (1) The reactants are [CH3:1][C:2]([CH3:22])([CH3:21])[C:3]#[C:4][C:5]1[CH:10]=[C:9]([N+:11]([O-:13])=[O:12])[C:8]([F:14])=[CH:7][C:6]=1[NH:15]C(=O)CCC.CCCC[N+](CCCC)(CCCC)CCCC.[F-].O. The product is [C:2]([C:3]1[NH:15][C:6]2[C:5]([CH:4]=1)=[CH:10][C:9]([N+:11]([O-:13])=[O:12])=[C:8]([F:14])[CH:7]=2)([CH3:22])([CH3:21])[CH3:1]. The catalyst is CN(C=O)C. The yield is 0.650. (2) The reactants are Cl[C:2]1[C:11]2[C:6](=[CH:7][C:8]([S:12]([N:15]([CH2:22][C:23]3[CH:28]=[CH:27][C:26]([O:29][CH3:30])=[CH:25][CH:24]=3)[C:16]3[CH:21]=[CH:20][N:19]=[CH:18][N:17]=3)(=[O:14])=[O:13])=[CH:9][CH:10]=2)[CH:5]=[CH:4][N:3]=1.[Cl:31][C:32]1[CH:33]=[CH:34][C:35]([O:41][CH3:42])=[C:36](B(O)O)[CH:37]=1.C(=O)([O-])[O-].[K+].[K+]. The catalyst is CCOC(C)=O.CCCCCCC. The product is [Cl:31][C:32]1[CH:37]=[CH:36][C:35]([O:41][CH3:42])=[C:34]([C:2]2[C:11]3[C:6](=[CH:7][C:8]([S:12]([N:15]([CH2:22][C:23]4[CH:28]=[CH:27][C:26]([O:29][CH3:30])=[CH:25][CH:24]=4)[C:16]4[CH:21]=[CH:20][N:19]=[CH:18][N:17]=4)(=[O:13])=[O:14])=[CH:9][CH:10]=3)[CH:5]=[CH:4][N:3]=2)[CH:33]=1. The yield is 0.735. (3) The reactants are CS(O[CH2:6][CH2:7][C:8]1[CH:9]=[C:10]([NH:21][C:22](=[O:31])[O:23][CH2:24][C:25]2[CH:30]=[CH:29][CH:28]=[CH:27][CH:26]=2)[CH:11]=[CH:12][C:13]=1[CH2:14][CH2:15]OS(C)(=O)=O)(=O)=O.[S-2:32].[Na+].[Na+]. The catalyst is CS(C)=O. The product is [CH2:14]1[C:13]2[CH:12]=[CH:11][C:10]([NH:21][C:22](=[O:31])[O:23][CH2:24][C:25]3[CH:30]=[CH:29][CH:28]=[CH:27][CH:26]=3)=[CH:9][C:8]=2[CH2:7][CH2:6][S:32][CH2:15]1. The yield is 0.710. (4) The reactants are [O:1]=[S:2]1(=[O:16])[CH2:7][CH2:6][CH2:5][CH2:4][N:3]1[C:8]1[CH:15]=[CH:14][CH:13]=[CH:12][C:9]=1[C:10]#[N:11].[ClH:17]. The catalyst is C(O)C.[Pd]. The product is [ClH:17].[O:1]=[S:2]1(=[O:16])[CH2:7][CH2:6][CH2:5][CH2:4][N:3]1[C:8]1[CH:15]=[CH:14][CH:13]=[CH:12][C:9]=1[CH2:10][NH2:11]. The yield is 0.950. (5) The reactants are I[C:2]1[CH:7]=[CH:6][N:5]=[C:4]([S:8][CH3:9])[N:3]=1.C(N(CC)CC)C.[CH3:17][Si:18]([C:21]#[CH:22])([CH3:20])[CH3:19].CCCCCC. The catalyst is O1CCCC1.[Cu]I. The product is [CH3:9][S:8][C:4]1[N:3]=[C:2]([C:22]#[C:21][Si:18]([CH3:20])([CH3:19])[CH3:17])[CH:7]=[CH:6][N:5]=1. The yield is 0.990. (6) The reactants are [C:1]1([C:7]2[N:8]=[CH:9][NH:10][CH:11]=2)[CH:6]=[CH:5][CH:4]=[CH:3][CH:2]=1.Br[C:13]1[O:14][CH:15]=[CH:16][CH:17]=1. No catalyst specified. The product is [O:14]1[CH:15]=[CH:16][CH:17]=[C:13]1[N:10]1[CH:11]=[C:7]([C:1]2[CH:2]=[CH:3][CH:4]=[CH:5][CH:6]=2)[N:8]=[CH:9]1. The yield is 0.0740. (7) The reactants are [CH3:1][C:2]([CH3:10])([CH3:9])[CH2:3][CH2:4][S:5](Cl)(=[O:7])=[O:6].[Cl:11][C:12]1[CH:17]=[C:16]([Cl:18])[CH:15]=[CH:14][C:13]=1[N:19]1[C:23]([C:24]2[CH:29]=[CH:28][C:27]([OH:30])=[CH:26][CH:25]=2)=[C:22]([CH3:31])[C:21]([C:32]([NH:34][N:35]2[CH2:40][CH2:39][CH2:38][CH2:37][CH2:36]2)=[O:33])=[N:20]1.O. The catalyst is C(Cl)Cl. The product is [CH3:1][C:2]([CH3:10])([CH3:9])[CH2:3][CH2:4][S:5]([O:30][C:27]1[CH:28]=[CH:29][C:24]([C:23]2[N:19]([C:13]3[CH:14]=[CH:15][C:16]([Cl:18])=[CH:17][C:12]=3[Cl:11])[N:20]=[C:21]([C:32]([NH:34][N:35]3[CH2:36][CH2:37][CH2:38][CH2:39][CH2:40]3)=[O:33])[C:22]=2[CH3:31])=[CH:25][CH:26]=1)(=[O:7])=[O:6]. The yield is 0.680. (8) The reactants are [NH2:1][C:2]1[NH:3][N:4]=[C:5]([C:7]2[CH:12]=[CH:11][CH:10]=[CH:9][C:8]=2[Br:13])[CH:6]=1.C([O:16][C:17](=O)[CH2:18][C:19]([C:21]([F:24])([F:23])[F:22])=[O:20])C. The catalyst is C(O)(=O)C. The product is [Br:13][C:8]1[CH:9]=[CH:10][CH:11]=[CH:12][C:7]=1[C:5]1[CH:6]=[C:2]([NH:1][C:17](=[O:16])[CH2:18][C:19](=[O:20])[C:21]([F:24])([F:23])[F:22])[NH:3][N:4]=1. The yield is 0.250. (9) The reactants are [Br:1][C:2]1[C:3]([OH:11])=[N:4][CH:5]=[C:6]([CH:10]=1)[C:7]([OH:9])=[O:8].S(=O)(=O)(O)O.[CH3:17]COCC. The catalyst is CO. The product is [Br:1][C:2]1[C:3]([OH:11])=[N:4][CH:5]=[C:6]([CH:10]=1)[C:7]([O:9][CH3:17])=[O:8]. The yield is 0.770. (10) The reactants are [CH3:1][O:2][C:3](=[O:21])[C:4]1[CH:9]=[C:8]([NH:10][C:11](=O)[C:12]2[CH:17]=[CH:16][CH:15]=[CH:14][CH:13]=2)[CH:7]=[CH:6][C:5]=1[O:19][CH3:20].COC1C=CC(P2(SP(C3C=CC(OC)=CC=3)(=S)S2)=[S:31])=CC=1.C1(C)C=CC=CC=1. The catalyst is C(OCC)(=O)C. The product is [CH3:1][O:2][C:3](=[O:21])[C:4]1[CH:9]=[C:8]([NH:10][C:11](=[S:31])[C:12]2[CH:17]=[CH:16][CH:15]=[CH:14][CH:13]=2)[CH:7]=[CH:6][C:5]=1[O:19][CH3:20]. The yield is 0.890.